This data is from hERG potassium channel inhibition data for cardiac toxicity prediction from Karim et al.. The task is: Regression/Classification. Given a drug SMILES string, predict its toxicity properties. Task type varies by dataset: regression for continuous values (e.g., LD50, hERG inhibition percentage) or binary classification for toxic/non-toxic outcomes (e.g., AMES mutagenicity, cardiotoxicity, hepatotoxicity). Dataset: herg_karim. The molecule is COC(=O)C1=C(C)N=C(C)C(C(=O)OC)C1c1ccccc1[N+](=O)[O-]. The result is 0 (non-blocker).